From a dataset of Reaction yield outcomes from USPTO patents with 853,638 reactions. Predict the reaction yield, written as a fraction of the theoretical maximum amount of product (1.0 means a 100% yield; for example, 0.34 means a 34% yield). (1) The reactants are [H-].[Na+].[S:3]1[CH:7]=[CH:6][CH:5]=[C:4]1[CH2:8][OH:9].Br[CH2:11][C:12]([C:14]12[CH2:23][CH:18]3[CH2:19][CH:20]([CH2:22][CH:16]([CH2:17]3)[CH2:15]1)[CH2:21]2)=[O:13]. The catalyst is C1COCC1. The product is [C:14]12([C:12](=[O:13])[CH2:11][O:9][CH2:8][C:4]3[S:3][CH:7]=[CH:6][CH:5]=3)[CH2:21][CH:20]3[CH2:19][CH:18]([CH2:17][CH:16]([CH2:22]3)[CH2:15]1)[CH2:23]2. The yield is 0.170. (2) The reactants are [I:1][C:2]1[C:10]2[C:5](=[CH:6][CH:7]=[CH:8][CH:9]=2)[NH:4][C:3]=1[CH3:11].[H-].[Na+].[F:14][C:15]([F:27])([F:26])[C:16]1[CH:21]=[CH:20][C:19]([S:22](Cl)(=[O:24])=[O:23])=[CH:18][CH:17]=1. The catalyst is CN(C=O)C.CCOC(C)=O. The product is [I:1][C:2]1[C:10]2[C:5](=[CH:6][CH:7]=[CH:8][CH:9]=2)[N:4]([S:22]([C:19]2[CH:18]=[CH:17][C:16]([C:15]([F:14])([F:26])[F:27])=[CH:21][CH:20]=2)(=[O:24])=[O:23])[C:3]=1[CH3:11]. The yield is 0.560.